From a dataset of Acute oral toxicity (LD50) regression data from Zhu et al.. Regression/Classification. Given a drug SMILES string, predict its toxicity properties. Task type varies by dataset: regression for continuous values (e.g., LD50, hERG inhibition percentage) or binary classification for toxic/non-toxic outcomes (e.g., AMES mutagenicity, cardiotoxicity, hepatotoxicity). Dataset: ld50_zhu. (1) The compound is CCCCC(C)CC(O)C=CC1C(O)CC(=O)C1CC(=O)CCCCC(=O)OC. The rat oral LD50 is 3.97, given as -log10 of the dose in mol/kg body weight (higher means more acutely toxic). (2) The drug is CCCCCCCCCCCl. The rat oral LD50 is -0.343, given as -log10 of the dose in mol/kg body weight (higher means more acutely toxic). (3) The compound is S=c1[nH]c2ccccc2s1. The rat oral LD50 is 3.22, given as -log10 of the dose in mol/kg body weight (higher means more acutely toxic). (4) The molecule is O=c1c2nocc2c(-c2ccccc2)nn1-c1ccccc1. The rat oral LD50 is 2.46, given as -log10 of the dose in mol/kg body weight (higher means more acutely toxic). (5) The molecule is CC(C)c1noc2nc(C(C)(C)C)ncc12. The rat oral LD50 is 1.15, given as -log10 of the dose in mol/kg body weight (higher means more acutely toxic). (6) The drug is CCCCCOc1c(Br)cc(Br)cc1COCCN(CC)CC. The rat oral LD50 is 3.11, given as -log10 of the dose in mol/kg body weight (higher means more acutely toxic). (7) The molecule is CON(C)C(=O)Nc1ccc(Cl)cc1. The rat oral LD50 is 2.08, given as -log10 of the dose in mol/kg body weight (higher means more acutely toxic). (8) The compound is C=COCCOCCOCC. The rat oral LD50 is 1.15, given as -log10 of the dose in mol/kg body weight (higher means more acutely toxic). (9) The compound is C1COCCOCCOCCO1. The rat oral LD50 is 1.79, given as -log10 of the dose in mol/kg body weight (higher means more acutely toxic).